From a dataset of Reaction yield outcomes from USPTO patents with 853,638 reactions. Predict the reaction yield, written as a fraction of the theoretical maximum amount of product (1.0 means a 100% yield; for example, 0.34 means a 34% yield). The reactants are Br[C:2]1[CH:3]=[C:4]([CH2:10][CH3:11])[C:5](=[O:9])[NH:6][C:7]=1[CH3:8].[C:12]([C:14]1[CH:15]=[C:16](B(O)O)[CH:17]=[CH:18][CH:19]=1)#[N:13].C(=O)([O-])[O-].[Na+].[Na+]. The catalyst is C1(P(C2C=CC=CC=2)C2C=CC=CC=2)C=CC=CC=1.C1(P(C2C=CC=CC=2)C2C=CC=CC=2)C=CC=CC=1.C1(P(C2C=CC=CC=2)C2C=CC=CC=2)C=CC=CC=1.C1(P(C2C=CC=CC=2)C2C=CC=CC=2)C=CC=CC=1.[Pd].C1(C)C=CC=CC=1. The product is [CH2:10]([C:4]1[C:5](=[O:9])[NH:6][C:7]([CH3:8])=[C:2]([C:18]2[CH:19]=[C:14]([CH:15]=[CH:16][CH:17]=2)[C:12]#[N:13])[CH:3]=1)[CH3:11]. The yield is 0.360.